From a dataset of Forward reaction prediction with 1.9M reactions from USPTO patents (1976-2016). Predict the product of the given reaction. (1) Given the reactants [C:1]([O:5][C:6]([N:8]1[CH2:12][CH2:11][CH2:10][C@H:9]1[CH2:13][O:14][C:15]1[CH:20]=[CH:19][C:18](I)=[CH:17][CH:16]=1)=[O:7])([CH3:4])([CH3:3])[CH3:2].[NH:22]1[CH2:27][CH2:26][O:25][CH2:24][CH2:23]1.[C:37](P([C:37]([CH3:40])([CH3:39])[CH3:38])[C:37]([CH3:40])([CH3:39])[CH3:38])([CH3:40])([CH3:39])[CH3:38].[CH3:41][C:42](C)([O-])[CH3:43].[Na+], predict the reaction product. The product is: [C:1]([O:5][C:6]([N:8]1[CH2:12][CH2:11][CH2:10][C@H:9]1[CH2:13][O:14][C:15]1[CH:20]=[CH:19][C:18]([CH2:40][C:37]2[CH:38]=[CH:43][C:42]([N:22]3[CH2:27][CH2:26][O:25][CH2:24][CH2:23]3)=[CH:41][CH:39]=2)=[CH:17][CH:16]=1)=[O:7])([CH3:4])([CH3:3])[CH3:2]. (2) Given the reactants [C:1]1([CH2:7][CH2:8][CH2:9][N:10]2[CH2:15][CH2:14][CH2:13][C@@H:12]([NH:16][C:17]3[N:18]=[CH:19][C:20](/[CH:23]=[CH:24]/[C:25]([O:27]C)=[O:26])=[N:21][CH:22]=3)[CH2:11]2)[CH:6]=[CH:5][CH:4]=[CH:3][CH:2]=1.[OH-].[Na+].Cl, predict the reaction product. The product is: [C:1]1([CH2:7][CH2:8][CH2:9][N:10]2[CH2:15][CH2:14][CH2:13][C@@H:12]([NH:16][C:17]3[N:18]=[CH:19][C:20](/[CH:23]=[CH:24]/[C:25]([OH:27])=[O:26])=[N:21][CH:22]=3)[CH2:11]2)[CH:2]=[CH:3][CH:4]=[CH:5][CH:6]=1. (3) Given the reactants [NH:1]1[C:5]([CH2:6][C@@H:7]2[CH2:12][C@H:11]([C:13]3[CH:18]=[CH:17][CH:16]=[C:15]([Cl:19])[CH:14]=3)[C@@H:10]([C:20]3[CH:25]=[CH:24][C:23]([Cl:26])=[CH:22][CH:21]=3)[NH:9][C:8]2=[O:27])=[N:4][N:3]=[N:2]1.[CH3:28][C:29]([CH3:32])([O-])[CH3:30].[Na+].BrCC1CC1, predict the reaction product. The product is: [NH:4]1[C:5]([CH2:6][C@@H:7]2[CH2:12][C@H:11]([C:13]3[CH:18]=[CH:17][CH:16]=[C:15]([Cl:19])[CH:14]=3)[C@@H:10]([C:20]3[CH:21]=[CH:22][C:23]([Cl:26])=[CH:24][CH:25]=3)[N:9]([CH2:28][CH:29]3[CH2:32][CH2:30]3)[C:8]2=[O:27])=[N:1][N:2]=[N:3]1. (4) The product is: [Cl:24][C:25]1[CH:30]=[C:29]([F:31])[CH:28]=[CH:27][C:26]=1[CH2:32][S:10][CH:13]1[C:18]([C:19]([O:21][CH2:22][CH3:23])=[O:20])=[CH:17][CH2:16][CH2:15][CH2:14]1. Given the reactants FC1C=C(F)C=CC=1N[S:10]([CH:13]1[C:18]([C:19]([O:21][CH2:22][CH3:23])=[O:20])=[CH:17][CH2:16][CH2:15][CH2:14]1)(=O)=O.[Cl:24][C:25]1[CH:30]=[C:29]([F:31])[CH:28]=[CH:27][C:26]=1[CH2:32]S, predict the reaction product. (5) The product is: [N:37]1([CH2:10][C:9]2[C:5]([C:1]([CH3:3])([CH3:4])[CH3:2])=[N:6][N:7]([C:12]3[CH:17]=[CH:16][N:15]=[C:14]([NH:18][C:19]4[C:20]([O:34][CH3:35])=[CH:21][C:22]([N:28]([CH2:30][CH2:31][O:32][CH3:33])[CH3:29])=[C:23]([NH:25][C:20](=[O:34])[CH:19]=[CH2:24])[CH:24]=4)[N:13]=3)[CH:8]=2)[CH2:40][CH2:39][CH2:38]1. Given the reactants [C:1]([C:5]1[C:9]([CH:10]=O)=[CH:8][N:7]([C:12]2[CH:17]=[CH:16][N:15]=[C:14]([NH:18][C:19]3[CH:24]=[C:23]([N+:25]([O-])=O)[C:22]([N:28]([CH2:30][CH2:31][O:32][CH3:33])[CH3:29])=[CH:21][C:20]=3[O:34][CH3:35])[N:13]=2)[N:6]=1)([CH3:4])([CH3:3])[CH3:2].Cl.[NH:37]1[CH2:40][CH2:39][CH2:38]1, predict the reaction product.